From a dataset of Full USPTO retrosynthesis dataset with 1.9M reactions from patents (1976-2016). Predict the reactants needed to synthesize the given product. (1) Given the product [OH:29][CH:28]([C:27]1[O:30][C:24]([CH3:23])=[CH:25][CH:26]=1)[C:7]1[CH:6]=[CH:5][C:4]([CH:3]=[O:11])=[CH:9][CH:8]=1, predict the reactants needed to synthesize it. The reactants are: CO[CH:3]([O:11]C)[C:4]1[CH:9]=[CH:8][C:7](Br)=[CH:6][CH:5]=1.C(OCC)C.C([Li])CCC.[CH3:23][C:24]1[O:30][C:27]([CH:28]=[O:29])=[CH:26][CH:25]=1. (2) Given the product [Cl:1][C:2]1[CH:3]=[C:4]([C:17]2[C@@:21]3([CH3:37])[CH2:22][CH2:23][C@H:24]4[C@H:33]([C@@H:20]3[CH2:19][CH:18]=2)[CH2:32][CH:31]=[C:30]2[C@:25]4([CH3:36])[CH2:26][CH2:27][C:28](=[O:35])[N:29]2[CH3:34])[CH:5]=[N:6][CH:7]=1, predict the reactants needed to synthesize it. The reactants are: [Cl:1][C:2]1[CH:3]=[C:4](B(O)O)[CH:5]=[N:6][CH:7]=1.FC(F)(F)S(O[C:17]1[C@@:21]2([CH3:37])[CH2:22][CH2:23][C@H:24]3[C@H:33]([C@@H:20]2[CH2:19][CH:18]=1)[CH2:32][CH:31]=[C:30]1[C@:25]3([CH3:36])[CH2:26][CH2:27][C:28](=[O:35])[N:29]1[CH3:34])(=O)=O. (3) The reactants are: [F:1][C:2]1[CH:7]=[CH:6][C:5]([C:8]2[CH2:12][CH:11]([CH2:13][CH2:14][CH2:15][CH:16]=O)[O:10][N:9]=2)=[CH:4][CH:3]=1.Cl.[CH3:19][O:20][C:21]1[CH:26]=[CH:25][CH:24]=[CH:23][C:22]=1[N:27]1[CH2:32][CH2:31][NH:30][CH2:29][CH2:28]1.[BH-](OC(C)=O)(OC(C)=O)OC(C)=O.[Na+].C(N(C(C)C)CC)(C)C. Given the product [F:1][C:2]1[CH:3]=[CH:4][C:5]([C:8]2[CH2:12][CH:11]([CH2:13][CH2:14][CH2:15][CH2:16][N:30]3[CH2:29][CH2:28][N:27]([C:22]4[CH:23]=[CH:24][CH:25]=[CH:26][C:21]=4[O:20][CH3:19])[CH2:32][CH2:31]3)[O:10][N:9]=2)=[CH:6][CH:7]=1, predict the reactants needed to synthesize it. (4) Given the product [Cl:21][C:11]1[C:12]2[S:17][CH:16]=[CH:15][C:13]=2[N:14]=[C:9]([C:4]2[CH:5]=[CH:6][CH:7]=[CH:8][C:3]=2[O:2][CH3:1])[N:10]=1, predict the reactants needed to synthesize it. The reactants are: [CH3:1][O:2][C:3]1[CH:8]=[CH:7][CH:6]=[CH:5][C:4]=1[C:9]1[NH:10][C:11](=O)[C:12]2[S:17][CH:16]=[CH:15][C:13]=2[N:14]=1.O=P(Cl)(Cl)[Cl:21].CN(C)C1C=CC=CC=1.C([O-])(O)=O.[Na+]. (5) Given the product [F:10][CH2:11][CH2:12][N:13]([CH3:14])[C:2]1[CH:7]=[CH:6][N:5]=[C:4]([NH2:8])[CH:3]=1, predict the reactants needed to synthesize it. The reactants are: Cl[C:2]1[CH:7]=[CH:6][N:5]=[C:4]([NH2:8])[CH:3]=1.Cl.[F:10][CH2:11][CH2:12][NH:13][CH3:14].C(=O)([O-])[O-].[K+].[K+].[OH-].[Na+]. (6) Given the product [Cl:26][C:23]1[CH:24]=[CH:25][C:20]([CH:17]([N:4]2[CH2:3][CH2:2][N:1]([C:7]3[C:8]4[S:15][CH:14]=[CH:13][C:9]=4[N:10]=[CH:11][N:12]=3)[CH2:6][CH2:5]2)[C:18]#[N:19])=[CH:21][CH:22]=1, predict the reactants needed to synthesize it. The reactants are: [N:1]1([C:7]2[C:8]3[S:15][CH:14]=[CH:13][C:9]=3[N:10]=[CH:11][N:12]=2)[CH2:6][CH2:5][NH:4][CH2:3][CH2:2]1.Br[CH:17]([C:20]1[CH:25]=[CH:24][C:23]([Cl:26])=[CH:22][CH:21]=1)[C:18]#[N:19].C(=O)([O-])[O-].[K+].[K+].